Dataset: NCI-60 drug combinations with 297,098 pairs across 59 cell lines. Task: Regression. Given two drug SMILES strings and cell line genomic features, predict the synergy score measuring deviation from expected non-interaction effect. (1) Drug 1: C1CCC(C1)C(CC#N)N2C=C(C=N2)C3=C4C=CNC4=NC=N3. Drug 2: C1C(C(OC1N2C=NC3=C(N=C(N=C32)Cl)N)CO)O. Cell line: HCT116. Synergy scores: CSS=14.2, Synergy_ZIP=-1.87, Synergy_Bliss=0.390, Synergy_Loewe=-10.2, Synergy_HSA=-2.88. (2) Drug 1: C1CN1P(=S)(N2CC2)N3CC3. Drug 2: CC12CCC3C(C1CCC2OP(=O)(O)O)CCC4=C3C=CC(=C4)OC(=O)N(CCCl)CCCl.[Na+]. Cell line: DU-145. Synergy scores: CSS=13.2, Synergy_ZIP=-13.1, Synergy_Bliss=-12.9, Synergy_Loewe=-9.86, Synergy_HSA=-11.0.